This data is from Reaction yield outcomes from USPTO patents with 853,638 reactions. The task is: Predict the reaction yield, written as a fraction of the theoretical maximum amount of product (1.0 means a 100% yield; for example, 0.34 means a 34% yield). (1) The reactants are [CH3:1][C:2]1([CH3:23])[O:6][C@@H:5]2[C@@H:7]([CH2:20][NH:21][CH3:22])[O:8][C@@H:9]([N:10]3[CH:18]=[N:17][C:16]4[C:11]3=[N:12][CH:13]=[N:14][C:15]=4[NH2:19])[C@@H:4]2[O:3]1.[O:24]=[C:25]1[C:33]2[C:28](=[CH:29][CH:30]=[CH:31][CH:32]=2)[C:27](=[O:34])[N:26]1[CH2:35][CH2:36][CH:37]=O.[BH-](OC(C)=O)(OC(C)=O)OC(C)=O.[Na+].C([O-])(O)=O.[Na+]. The catalyst is ClCCCl. The product is [NH2:19][C:15]1[N:14]=[CH:13][N:12]=[C:11]2[C:16]=1[N:17]=[CH:18][N:10]2[C@H:9]1[C@@H:4]2[O:3][C:2]([CH3:1])([CH3:23])[O:6][C@@H:5]2[C@@H:7]([CH2:20][N:21]([CH3:22])[CH2:37][CH2:36][CH2:35][N:26]2[C:27](=[O:34])[C:28]3[C:33](=[CH:32][CH:31]=[CH:30][CH:29]=3)[C:25]2=[O:24])[O:8]1. The yield is 0.940. (2) The yield is 0.750. The product is [CH3:47][C:49]1([CH3:50])[O:42][CH:39]([CH2:38][NH:37][C:35]([C:30]2[NH:31][C:32]3[C:28]([CH:29]=2)=[CH:27][C:26]([O:25][C:22]2[CH:23]=[CH:24][C:19]([C:6]4[N:7]([CH2:10][C:11]5[CH:16]=[CH:15][C:14]([CH3:17])=[CH:13][C:12]=5[CH3:18])[C:8](=[O:9])[C:3]([C:1]#[N:2])=[C:4]([C:43]([F:44])([F:45])[F:46])[CH:5]=4)=[CH:20][CH:21]=2)=[CH:34][CH:33]=3)=[O:36])[CH2:40][O:41]1. The reactants are [C:1]([C:3]1[C:8](=[O:9])[N:7]([CH2:10][C:11]2[CH:16]=[CH:15][C:14]([CH3:17])=[CH:13][C:12]=2[CH3:18])[C:6]([C:19]2[CH:24]=[CH:23][C:22]([O:25][C:26]3[CH:27]=[C:28]4[C:32](=[CH:33][CH:34]=3)[NH:31][C:30]([C:35]([NH:37][CH2:38][CH:39]([OH:42])[CH2:40][OH:41])=[O:36])=[CH:29]4)=[CH:21][CH:20]=2)=[CH:5][C:4]=1[C:43]([F:46])([F:45])[F:44])#[N:2].[C:47]([C:49]1C(=O)N(CC2C=CC(C)=CC=2C)C(C2C=CC(OC3C=C4C(=CC=3)NC(C(O)=O)=C4)=CC=2)=C[C:50]=1C(F)(F)F)#N.CCN=C=NCCCN(C)C.Cl.C1C=CC2N(O)N=NC=2C=1.CC1(C)OC(CN)CO1. The catalyst is CCOC(C)=O.C(Cl)Cl. (3) The reactants are Br[C:2]1[CH:7]=[CH:6][N:5]=[C:4]([CH:8]2[CH2:10][CH2:9]2)[N:3]=1.[BH:11]([OH:13])[OH:12].O1BOBOB1. No catalyst specified. The product is [CH:8]1([C:4]2[N:3]=[C:2]([B:11]([OH:13])[OH:12])[CH:7]=[CH:6][N:5]=2)[CH2:10][CH2:9]1. The yield is 0.900. (4) The reactants are [F:1][C:2]1[CH:3]=[C:4]([C:12]([C:15]2[CH:20]=[CH:19][C:18]([F:21])=[CH:17][CH:16]=2)=[N:13]O)[CH:5]=[C:6]([C:8]([F:11])([F:10])[F:9])[CH:7]=1.C([O-])(=O)C.[NH4+]. The catalyst is CCO.[NH4+].[OH-].[Zn]. The product is [F:1][C:2]1[CH:3]=[C:4]([CH:12]([C:15]2[CH:20]=[CH:19][C:18]([F:21])=[CH:17][CH:16]=2)[NH2:13])[CH:5]=[C:6]([C:8]([F:10])([F:11])[F:9])[CH:7]=1. The yield is 0.930.